Dataset: Reaction yield outcomes from USPTO patents with 853,638 reactions. Task: Predict the reaction yield, written as a fraction of the theoretical maximum amount of product (1.0 means a 100% yield; for example, 0.34 means a 34% yield). The product is [ClH:30].[F:29][CH:2]([F:1])[CH2:3][N:4]1[CH2:9][C:8]2([CH2:14][CH2:13][NH:12][CH2:11][CH2:10]2)[O:7][CH:6]([C:22]2[O:23][C:24]([CH2:27][CH3:28])=[CH:25][N:26]=2)[CH2:5]1. The catalyst is C(Cl)Cl. The yield is 0.960. The reactants are [F:1][CH:2]([F:29])[CH2:3][N:4]1[CH2:9][C:8]2([CH2:14][CH2:13][N:12](C(OC(C)(C)C)=O)[CH2:11][CH2:10]2)[O:7][CH:6]([C:22]2[O:23][C:24]([CH2:27][CH3:28])=[CH:25][N:26]=2)[CH2:5]1.[ClH:30].